Dataset: NCI-60 drug combinations with 297,098 pairs across 59 cell lines. Task: Regression. Given two drug SMILES strings and cell line genomic features, predict the synergy score measuring deviation from expected non-interaction effect. (1) Drug 1: CNC(=O)C1=NC=CC(=C1)OC2=CC=C(C=C2)NC(=O)NC3=CC(=C(C=C3)Cl)C(F)(F)F. Drug 2: COC1=C2C(=CC3=C1OC=C3)C=CC(=O)O2. Cell line: CCRF-CEM. Synergy scores: CSS=1.77, Synergy_ZIP=1.23, Synergy_Bliss=2.12, Synergy_Loewe=-2.31, Synergy_HSA=-1.08. (2) Drug 1: CCC(=C(C1=CC=CC=C1)C2=CC=C(C=C2)OCCN(C)C)C3=CC=CC=C3.C(C(=O)O)C(CC(=O)O)(C(=O)O)O. Drug 2: C1=NC2=C(N1)C(=S)N=CN2. Cell line: SW-620. Synergy scores: CSS=15.6, Synergy_ZIP=-9.67, Synergy_Bliss=-1.94, Synergy_Loewe=-6.16, Synergy_HSA=-1.82. (3) Drug 1: COC1=CC(=CC(=C1O)OC)C2C3C(COC3=O)C(C4=CC5=C(C=C24)OCO5)OC6C(C(C7C(O6)COC(O7)C8=CC=CS8)O)O. Drug 2: CC(C1=C(C=CC(=C1Cl)F)Cl)OC2=C(N=CC(=C2)C3=CN(N=C3)C4CCNCC4)N. Cell line: DU-145. Synergy scores: CSS=20.4, Synergy_ZIP=1.15, Synergy_Bliss=3.23, Synergy_Loewe=-8.29, Synergy_HSA=2.84. (4) Drug 1: CN(CCCl)CCCl.Cl. Drug 2: C1C(C(OC1N2C=NC3=C2NC=NCC3O)CO)O. Cell line: OVCAR-8. Synergy scores: CSS=6.07, Synergy_ZIP=-3.05, Synergy_Bliss=0.513, Synergy_Loewe=0.184, Synergy_HSA=-0.278. (5) Drug 1: CC(C1=C(C=CC(=C1Cl)F)Cl)OC2=C(N=CC(=C2)C3=CN(N=C3)C4CCNCC4)N. Drug 2: CC12CCC3C(C1CCC2O)C(CC4=C3C=CC(=C4)O)CCCCCCCCCS(=O)CCCC(C(F)(F)F)(F)F. Cell line: A549. Synergy scores: CSS=28.3, Synergy_ZIP=-4.20, Synergy_Bliss=7.89, Synergy_Loewe=1.90, Synergy_HSA=7.39. (6) Drug 1: CCCCCOC(=O)NC1=NC(=O)N(C=C1F)C2C(C(C(O2)C)O)O. Drug 2: CC12CCC3C(C1CCC2O)C(CC4=C3C=CC(=C4)O)CCCCCCCCCS(=O)CCCC(C(F)(F)F)(F)F. Cell line: MDA-MB-435. Synergy scores: CSS=-2.39, Synergy_ZIP=2.46, Synergy_Bliss=2.22, Synergy_Loewe=-2.50, Synergy_HSA=-1.77.